Task: Predict the product of the given reaction.. Dataset: Forward reaction prediction with 1.9M reactions from USPTO patents (1976-2016) (1) Given the reactants [Br:1][C:2]1[C:3]([O:12][CH2:13][CH2:14][CH2:15][CH:16]([CH3:18])[CH3:17])=[N:4][C:5]([CH3:11])=[C:6]([N+:8]([O-])=O)[CH:7]=1.Cl.ClCCl.[OH-].[Na+], predict the reaction product. The product is: [Br:1][C:2]1[CH:7]=[C:6]([NH2:8])[C:5]([CH3:11])=[N:4][C:3]=1[O:12][CH2:13][CH2:14][CH2:15][CH:16]([CH3:18])[CH3:17]. (2) Given the reactants Br[CH2:2][C:3]1[S:4][CH:5]=[C:6]([C:8]#[N:9])[N:7]=1.[N-:10]=[N+:11]=[N-:12].[Na+], predict the reaction product. The product is: [N:10]([CH2:2][C:3]1[S:4][CH:5]=[C:6]([C:8]#[N:9])[N:7]=1)=[N+:11]=[N-:12].